This data is from TCR-epitope binding with 47,182 pairs between 192 epitopes and 23,139 TCRs. The task is: Binary Classification. Given a T-cell receptor sequence (or CDR3 region) and an epitope sequence, predict whether binding occurs between them. (1) The epitope is GLCTLVAML. The TCR CDR3 sequence is CASSYGGISSYEQYF. Result: 1 (the TCR binds to the epitope). (2) The TCR CDR3 sequence is CASSVTGEQYF. Result: 0 (the TCR does not bind to the epitope). The epitope is FRYMNSQGL. (3) The epitope is EEHVQIHTI. The TCR CDR3 sequence is CAISQVARQSLGRFNEQFF. Result: 0 (the TCR does not bind to the epitope). (4) The epitope is KLGGALQAK. The TCR CDR3 sequence is CASSLQNTGELFF. Result: 1 (the TCR binds to the epitope). (5) The epitope is LLFGYPVYV. The TCR CDR3 sequence is CASSLVGQPQHF. Result: 0 (the TCR does not bind to the epitope). (6) The TCR CDR3 sequence is CASSLQGGAAGGYTF. The epitope is NEGVKAAW. Result: 1 (the TCR binds to the epitope).